This data is from Peptide-MHC class I binding affinity with 185,985 pairs from IEDB/IMGT. The task is: Regression. Given a peptide amino acid sequence and an MHC pseudo amino acid sequence, predict their binding affinity value. This is MHC class I binding data. (1) The peptide sequence is YLAIPDLYGI. The binding affinity (normalized) is 0.805. The MHC is HLA-A02:01 with pseudo-sequence HLA-A02:01. (2) The peptide sequence is QNPTEEQAV. The binding affinity (normalized) is 0.217. The MHC is Mamu-A01 with pseudo-sequence Mamu-A01. (3) The peptide sequence is DIVSDSKKI. The MHC is HLA-A02:02 with pseudo-sequence HLA-A02:02. The binding affinity (normalized) is 0. (4) The peptide sequence is LAPFNFLVF. The MHC is Mamu-A01 with pseudo-sequence Mamu-A01. The binding affinity (normalized) is 0.918. (5) The MHC is HLA-A02:19 with pseudo-sequence HLA-A02:19. The binding affinity (normalized) is 0.0847. The peptide sequence is FAIVPPLQI. (6) The peptide sequence is YVYPDNLPR. The MHC is HLA-A68:02 with pseudo-sequence HLA-A68:02. The binding affinity (normalized) is 0.343.